From a dataset of Forward reaction prediction with 1.9M reactions from USPTO patents (1976-2016). Predict the product of the given reaction. The product is: [Br:1][C:2]1[CH:3]=[C:4]([CH:8]=[C:9]([O:11][C:12]([F:15])([F:14])[F:13])[CH:10]=1)[C:5]([Cl:19])=[O:6]. Given the reactants [Br:1][C:2]1[CH:3]=[C:4]([CH:8]=[C:9]([O:11][C:12]([F:15])([F:14])[F:13])[CH:10]=1)[C:5](O)=[O:6].C(Cl)(=O)C([Cl:19])=O, predict the reaction product.